Task: Predict the reactants needed to synthesize the given product.. Dataset: Full USPTO retrosynthesis dataset with 1.9M reactions from patents (1976-2016) (1) Given the product [CH3:1][C:2]1[CH:7]=[CH:6][CH:5]=[C:4]([C:8]#[C:9][CH:10]=[C:11]2[CH2:12][CH2:13][N:14]([C:18]3[CH:23]=[CH:22][CH:21]=[CH:20][N:19]=3)[CH2:15][CH2:16]2)[N:3]=1, predict the reactants needed to synthesize it. The reactants are: [CH3:1][C:2]1[CH:7]=[CH:6][CH:5]=[C:4]([C:8]#[C:9][CH:10]=[C:11]2[CH2:16][CH2:15][NH:14][CH2:13][CH2:12]2)[N:3]=1.F[C:18]1[CH:23]=[CH:22][CH:21]=[CH:20][N:19]=1.O. (2) Given the product [C:43](=[N:56][C:72]1[C:67]2[C:68](=[N:69][C:64]([Cl:63])=[N:65][C:66]=2[O:80][CH3:81])[N:70]([CH:74]2[CH2:79][CH2:78][CH2:77][CH2:76][O:75]2)[N:71]=1)([C:50]1[CH:51]=[CH:52][CH:53]=[CH:54][CH:55]=1)[C:44]1[CH:49]=[CH:48][CH:47]=[CH:46][CH:45]=1, predict the reactants needed to synthesize it. The reactants are: CC1(C)C2C=CC=C(P(C3C=CC=CC=3)C3C=CC=CC=3)C=2OC2C1=CC=CC=2P(C1C=CC=CC=1)C1C=CC=CC=1.[C:43](=[NH:56])([C:50]1[CH:55]=[CH:54][CH:53]=[CH:52][CH:51]=1)[C:44]1[CH:49]=[CH:48][CH:47]=[CH:46][CH:45]=1.C(=O)([O-])[O-].[Cs+].[Cs+].[Cl:63][C:64]1[N:69]=[C:68]2[N:70]([CH:74]3[CH2:79][CH2:78][CH2:77][CH2:76][O:75]3)[N:71]=[C:72](I)[C:67]2=[C:66]([O:80][CH3:81])[N:65]=1.